The task is: Predict the reactants needed to synthesize the given product.. This data is from Full USPTO retrosynthesis dataset with 1.9M reactions from patents (1976-2016). Given the product [O:1]1[CH:5]=[CH:4][CH:3]=[C:2]1[CH2:6][CH2:7][C:8]1[CH:9]=[CH:10][C:11]([CH:14]=[O:15])=[CH:12][CH:13]=1, predict the reactants needed to synthesize it. The reactants are: [O:1]1[CH:5]=[CH:4][CH:3]=[C:2]1[CH2:6][CH2:7][C:8]1[CH:13]=[CH:12][C:11]([CH2:14][OH:15])=[CH:10][CH:9]=1.